Dataset: Catalyst prediction with 721,799 reactions and 888 catalyst types from USPTO. Task: Predict which catalyst facilitates the given reaction. (1) Reactant: [CH3:1][CH2:2][N:3]1[C:7](=[O:8])[C:6]([C:15]2[CH:16]=[CH:17][CH:18]=[CH:19][CH:20]=2)([C:9]2[CH:10]=[CH:11][CH:12]=[CH:13][CH:14]=2)[CH:5]([CH2:21][CH2:22][N:23]2[CH2:28][CH2:27][O:26][CH2:25][CH2:24]2)[CH2:4]1.Cl.C(=O)(O)[O-].[Na+]. Product: [CH3:1][CH2:2][N:3]1[C:7](=[O:8])[C:6]([C:15]2[CH:20]=[CH:19][CH:18]=[CH:17][CH:16]=2)([C:9]2[CH:10]=[CH:11][CH:12]=[CH:13][CH:14]=2)[CH:5]([CH2:21][CH2:22][N:23]2[CH2:28][CH2:27][O:26][CH2:25][CH2:24]2)[CH2:4]1. The catalyst class is: 4. (2) Reactant: Br[CH2:2][CH2:3][O:4][CH2:5][CH2:6][O:7][CH2:8][CH2:9][O:10][CH2:11][C:12]1[CH:17]=[CH:16][CH:15]=[CH:14][CH:13]=1.[CH3:18][O:19][C:20]1[CH:25]=[C:24]([N+:26]([O-:28])=[O:27])[CH:23]=[CH:22][C:21]=1[SH:29].C([O-])([O-])=O.[K+].[K+]. Product: [CH2:11]([O:10][CH2:9][CH2:8][O:7][CH2:6][CH2:5][O:4][CH2:3][CH2:2][S:29][C:21]1[CH:22]=[CH:23][C:24]([N+:26]([O-:28])=[O:27])=[CH:25][C:20]=1[O:19][CH3:18])[C:12]1[CH:17]=[CH:16][CH:15]=[CH:14][CH:13]=1. The catalyst class is: 21.